Dataset: Forward reaction prediction with 1.9M reactions from USPTO patents (1976-2016). Task: Predict the product of the given reaction. (1) Given the reactants [OH:1][CH2:2][CH2:3][CH:4]1[O:9][C:8]2[N:10]=[C:11]([C:20]3[CH:25]=[CH:24][C:23]([C:26]4([NH:30][C:31](=[O:37])[O:32][C:33]([CH3:36])([CH3:35])[CH3:34])[CH2:29][CH2:28][CH2:27]4)=[CH:22][CH:21]=3)[C:12]([C:14]3[CH:19]=[CH:18][CH:17]=[CH:16][CH:15]=3)=[CH:13][C:7]=2[NH:6][C:5]1=[O:38].C(=O)([O-])[O-].[K+].[K+].Br[CH2:46][C:47]#[N:48], predict the reaction product. The product is: [C:33]([O:32][C:31](=[O:37])[NH:30][C:26]1([C:23]2[CH:24]=[CH:25][C:20]([C:11]3[C:12]([C:14]4[CH:15]=[CH:16][CH:17]=[CH:18][CH:19]=4)=[CH:13][C:7]4[N:6]([CH2:46][C:47]#[N:48])[C:5](=[O:38])[CH:4]([CH2:3][CH2:2][OH:1])[O:9][C:8]=4[N:10]=3)=[CH:21][CH:22]=2)[CH2:27][CH2:28][CH2:29]1)([CH3:35])([CH3:34])[CH3:36]. (2) Given the reactants [C:1]([N:4]1[C:13]2[C:8](=[CH:9][C:10]([C:14]3[CH:22]=[CH:21][C:17]([C:18](O)=[O:19])=[CH:16][N:15]=3)=[CH:11][CH:12]=2)[C@H:7]([NH:23][C:24]2[CH:29]=[CH:28][C:27]([C:30]#[N:31])=[CH:26][N:25]=2)[CH2:6][C@@H:5]1[CH3:32])(=[O:3])[CH3:2].CN(C(ON1N=NC2C=CC=NC1=2)=[N+](C)C)C.F[P-](F)(F)(F)(F)F.CCN(C(C)C)C(C)C.[NH2:66][CH2:67][CH2:68][OH:69], predict the reaction product. The product is: [C:1]([N:4]1[C:13]2[C:8](=[CH:9][C:10]([C:14]3[CH:22]=[CH:21][C:17]([C:18]([NH:66][CH2:67][CH2:68][OH:69])=[O:19])=[CH:16][N:15]=3)=[CH:11][CH:12]=2)[C@H:7]([NH:23][C:24]2[CH:29]=[CH:28][C:27]([C:30]#[N:31])=[CH:26][N:25]=2)[CH2:6][C@@H:5]1[CH3:32])(=[O:3])[CH3:2].